Dataset: Reaction yield outcomes from USPTO patents with 853,638 reactions. Task: Predict the reaction yield, written as a fraction of the theoretical maximum amount of product (1.0 means a 100% yield; for example, 0.34 means a 34% yield). (1) The reactants are [Cl:1][C:2]1[C:31]([CH3:32])=[CH:30][C:5]2[N:6]([C:20]3[CH:25]=[CH:24][CH:23]=[C:22]([C:26]([F:29])([F:28])[F:27])[N:21]=3)[C:7]([N:9]3[CH2:14][CH2:13][CH:12]([C:15](OCC)=[O:16])[CH2:11][CH2:10]3)=[N:8][C:4]=2[CH:3]=1.[OH-].[Na+].Cl.CC1C=CC(S(O)(=O)=O)=CC=1.[O:47]1[CH2:51][CH2:50][C@@H:49]([NH2:52])[CH2:48]1.C(N(CC)C(C)C)(C)C.F[P-](F)(F)(F)(F)F.N1(OC(N(C)C)=[N+](C)C)C2N=CC=CC=2N=N1. The catalyst is C(O)C.C(OCC)(=O)C.CO.CN(C)C=O. The product is [Cl:1][C:2]1[C:31]([CH3:32])=[CH:30][C:5]2[N:6]([C:20]3[CH:25]=[CH:24][CH:23]=[C:22]([C:26]([F:29])([F:28])[F:27])[N:21]=3)[C:7]([N:9]3[CH2:14][CH2:13][CH:12]([C:15]([NH:52][C@@H:49]4[CH2:50][CH2:51][O:47][CH2:48]4)=[O:16])[CH2:11][CH2:10]3)=[N:8][C:4]=2[CH:3]=1. The yield is 0.740. (2) The reactants are [C:1]([O:5][C:6]([N:8]1[CH2:11][CH:10]([C:12]2[C:17](Br)=[CH:16][CH:15]=[CH:14][N:13]=2)[CH2:9]1)=[O:7])([CH3:4])([CH3:3])[CH3:2].C[C:20]1[CH:21]=[C:22](B(O)O)[CH:23]=[CH:24][CH:25]=1.C([O-])([O-])=O.[Na+].[Na+].O. The catalyst is O1CCOCC1.C1C=CC(P(C2C=CC=CC=2)[C-]2C=CC=C2)=CC=1.C1C=CC(P(C2C=CC=CC=2)[C-]2C=CC=C2)=CC=1.Cl[Pd]Cl.[Fe+2]. The product is [C:1]([O:5][C:6]([N:8]1[CH2:11][CH:10]([C:12]2[C:17]([C:20]3[CH:21]=[CH:22][CH:23]=[CH:24][CH:25]=3)=[CH:16][CH:15]=[CH:14][N:13]=2)[CH2:9]1)=[O:7])([CH3:4])([CH3:3])[CH3:2]. The yield is 0.870. (3) The reactants are F[C:2]1[N:7]=[CH:6][C:5]([C:8]2[N:12]3[CH:13]=[CH:14][CH:15]=[CH:16][C:11]3=[N:10][C:9]=2[C:17]([O:19][CH2:20][CH3:21])=[O:18])=[CH:4][CH:3]=1.[NH:22]1[CH2:27][CH2:26][O:25][CH2:24][CH2:23]1. No catalyst specified. The product is [N:22]1([C:2]2[N:7]=[CH:6][C:5]([C:8]3[N:12]4[CH:13]=[CH:14][CH:15]=[CH:16][C:11]4=[N:10][C:9]=3[C:17]([O:19][CH2:20][CH3:21])=[O:18])=[CH:4][CH:3]=2)[CH2:27][CH2:26][O:25][CH2:24][CH2:23]1. The yield is 0.850. (4) The reactants are O.[OH-].[Li+].C[O:5][C:6](=[O:40])[C@H:7]([CH2:15][C:16]1[CH:21]=[C:20]([I:22])[C:19]([O:23][CH2:24][C:25]2[CH:30]=[CH:29][C:28]([O:31][C:32]3[CH:37]=[CH:36][C:35]([OH:38])=[CH:34][CH:33]=3)=[CH:27][CH:26]=2)=[C:18]([I:39])[CH:17]=1)[NH:8]C(=O)C(F)(F)F.Cl. The catalyst is O1CCCC1.O. The product is [OH:38][C:35]1[CH:34]=[CH:33][C:32]([O:31][C:28]2[CH:29]=[CH:30][C:25]([CH2:24][O:23][C:19]3[C:18]([I:39])=[CH:17][C:16]([CH2:15][C@@H:7]([C:6]([OH:40])=[O:5])[NH2:8])=[CH:21][C:20]=3[I:22])=[CH:26][CH:27]=2)=[CH:37][CH:36]=1. The yield is 0.900.